From a dataset of Forward reaction prediction with 1.9M reactions from USPTO patents (1976-2016). Predict the product of the given reaction. (1) Given the reactants [CH3:1][O:2][C:3]([O:8][CH3:9])([CH2:6][OH:7])[CH2:4][OH:5].[H-].[Na+].Br[CH2:13][CH2:14][CH2:15][CH2:16][CH2:17][CH2:18][CH2:19][CH2:20][CH2:21][CH2:22][CH2:23][CH2:24][CH2:25][CH3:26].[CH2:27](O)[CH3:28], predict the reaction product. The product is: [CH3:1][O:2][C:3]([O:8][CH3:9])([CH2:6][O:7][CH2:24][CH2:23][CH2:22][CH2:21][CH2:20][CH2:19][CH2:18][CH2:17][CH2:16][CH2:15][CH2:14][CH2:13][CH2:27][CH3:28])[CH2:4][O:5][CH2:13][CH2:14][CH2:15][CH2:16][CH2:17][CH2:18][CH2:19][CH2:20][CH2:21][CH2:22][CH2:23][CH2:24][CH2:25][CH3:26]. (2) Given the reactants Cl.[CH3:2][O:3][C:4]1[C:9]2[N:10]=[C:11]([NH:13][C:14](=[O:22])[C:15]3[CH:20]=[CH:19][N:18]=[C:17]([CH3:21])[CH:16]=3)[S:12][C:8]=2[C:7]([CH:23]2[CH2:28][CH2:27][NH:26][CH2:25][CH2:24]2)=[CH:6][CH:5]=1.C(N(CC)CC)C.[C:36](OC(=O)C)(=[O:38])[CH3:37].C(=O)(O)[O-].[Na+], predict the reaction product. The product is: [C:36]([N:26]1[CH2:27][CH2:28][CH:23]([C:7]2[C:8]3[S:12][C:11]([NH:13][C:14](=[O:22])[C:15]4[CH:20]=[CH:19][N:18]=[C:17]([CH3:21])[CH:16]=4)=[N:10][C:9]=3[C:4]([O:3][CH3:2])=[CH:5][CH:6]=2)[CH2:24][CH2:25]1)(=[O:38])[CH3:37]. (3) Given the reactants [C:1]1([CH3:11])[CH:6]=[CH:5][CH:4]=[C:3]([CH2:7][C:8]([OH:10])=[O:9])[CH:2]=1.BrN1C(=[O:18])CCC1=O.C1N2CN3CN(C2)CN1C3.Cl, predict the reaction product. The product is: [CH:11]([C:1]1[CH:2]=[C:3]([CH2:7][C:8]([OH:10])=[O:9])[CH:4]=[CH:5][CH:6]=1)=[O:18]. (4) Given the reactants Cl[C:2]([O:5]C(=O)OC(Cl)(Cl)Cl)(Cl)Cl.N1C=CC=CC=1.Cl.C(OCCNC)(=O)C1C=CC=CC=1.[C:33]([O:41][CH2:42][CH2:43][N:44]([C:46]([N:48]1[C:52]2[CH:53]=[C:54](OC)[CH:55]=[CH:56][C:51]=2[N:50]=[C:49]1[S:59]([CH2:61][C:62]1[C:67]([CH3:68])=[C:66]([O:69][CH3:70])[C:65]([CH3:71])=[CH:64][N:63]=1)=[O:60])=[O:47])[CH3:45])(=[O:40])[C:34]1[CH:39]=[CH:38][CH:37]=[CH:36][CH:35]=1, predict the reaction product. The product is: [C:33]([O:41][CH2:42][CH2:43][N:44]([C:46]([N:48]1[C:52]2[CH:53]=[CH:54][C:55]([O:5][CH3:2])=[CH:56][C:51]=2[N:50]=[C:49]1[S:59]([CH2:61][C:62]1[C:67]([CH3:68])=[C:66]([O:69][CH3:70])[C:65]([CH3:71])=[CH:64][N:63]=1)=[O:60])=[O:47])[CH3:45])(=[O:40])[C:34]1[CH:39]=[CH:38][CH:37]=[CH:36][CH:35]=1. (5) Given the reactants [CH:1]1([CH2:4][C:5]2[C:6]3[N:7]([C:11]([C:22]4[CH:27]=[CH:26][N:25]=[C:24](S(C)(=O)=O)[N:23]=4)=[C:12]([C:14]4[CH:19]=[CH:18][C:17]([F:20])=[CH:16][C:15]=4[F:21])[N:13]=3)[CH:8]=[CH:9][N:10]=2)[CH2:3][CH2:2]1.[NH2:32][CH2:33][C:34]([CH3:37])([OH:36])[CH3:35], predict the reaction product. The product is: [CH:1]1([CH2:4][C:5]2[C:6]3[N:7]([C:11]([C:22]4[CH:27]=[CH:26][N:25]=[C:24]([NH:32][CH2:33][C:34]([CH3:37])([OH:36])[CH3:35])[N:23]=4)=[C:12]([C:14]4[CH:19]=[CH:18][C:17]([F:20])=[CH:16][C:15]=4[F:21])[N:13]=3)[CH:8]=[CH:9][N:10]=2)[CH2:3][CH2:2]1. (6) Given the reactants [CH3:1][O:2][C:3]([C:5]1[N:6]=[CH:7][N:8]([CH3:13])[C:9]=1[C:10]([OH:12])=O)=[O:4].Cl.Cl.[CH3:16][N:17]1[C:21]2[CH:22]=[CH:23][CH:24]=[CH:25][C:20]=2[N:19]=[C:18]1[CH2:26][CH2:27][NH2:28], predict the reaction product. The product is: [CH3:1][O:2][C:3]([C:5]1[N:6]=[CH:7][N:8]([CH3:13])[C:9]=1[C:10](=[O:12])[NH:28][CH2:27][CH2:26][C:18]1[N:17]([CH3:16])[C:21]2[CH:22]=[CH:23][CH:24]=[CH:25][C:20]=2[N:19]=1)=[O:4]. (7) Given the reactants [F:1][C:2]1[CH:25]=[CH:24][C:5]([CH2:6][NH:7][CH2:8][C:9]2[CH:23]=[CH:22][C:12]([CH2:13][NH:14][C:15](=[O:21])[O:16][C:17]([CH3:20])([CH3:19])[CH3:18])=[CH:11][CH:10]=2)=[CH:4][CH:3]=1.[Cl:26][C:27]1[C:28]([OH:38])=[C:29]([S:34](Cl)(=[O:36])=[O:35])[CH:30]=[C:31]([Cl:33])[CH:32]=1.C(N(C(C)C)CC)(C)C, predict the reaction product. The product is: [Cl:26][C:27]1[C:28]([OH:38])=[C:29]([S:34]([N:7]([CH2:8][C:9]2[CH:23]=[CH:22][C:12]([CH2:13][NH:14][C:15](=[O:21])[O:16][C:17]([CH3:19])([CH3:20])[CH3:18])=[CH:11][CH:10]=2)[CH2:6][C:5]2[CH:4]=[CH:3][C:2]([F:1])=[CH:25][CH:24]=2)(=[O:36])=[O:35])[CH:30]=[C:31]([Cl:33])[CH:32]=1. (8) Given the reactants Br[C:2]1[C:10]2[O:9][CH:8]=[CH:7][C:6]=2[C:5]([O:11][CH3:12])=[CH:4][CH:3]=1.[Li]CCCC.CN([CH:21]=[O:22])C, predict the reaction product. The product is: [CH3:12][O:11][C:5]1[C:6]2[CH:7]=[CH:8][O:9][C:10]=2[C:2]([CH:21]=[O:22])=[CH:3][CH:4]=1.